From a dataset of Reaction yield outcomes from USPTO patents with 853,638 reactions. Predict the reaction yield, written as a fraction of the theoretical maximum amount of product (1.0 means a 100% yield; for example, 0.34 means a 34% yield). The yield is 0.510. The catalyst is CN(C=O)C. The product is [CH3:32][C:31]([CH2:33][CH2:34][CH:35]=[C:36]([CH3:38])[CH3:37])=[CH:30][CH2:29][O:10][C:9](=[O:11])[C:8]1[CH:12]=[CH:13][C:14]([O:15][CH3:16])=[C:6]([O:5][CH2:4][CH:3]=[C:2]([CH3:1])[CH2:17][CH2:18][CH:19]=[C:20]([CH3:22])[CH3:21])[CH:7]=1. The reactants are [CH3:1][C:2]([CH2:17][CH2:18][CH:19]=[C:20]([CH3:22])[CH3:21])=[CH:3][CH2:4][O:5][C:6]1[CH:7]=[C:8]([CH:12]=[CH:13][C:14]=1[O:15][CH3:16])[C:9]([OH:11])=[O:10].C([O-])([O-])=O.[K+].[K+].[CH2:29](Br)/[CH:30]=[C:31](/[CH2:33][CH2:34][CH:35]=[C:36]([CH3:38])[CH3:37])\[CH3:32].